This data is from hERG potassium channel inhibition data for cardiac toxicity prediction from Karim et al.. The task is: Regression/Classification. Given a drug SMILES string, predict its toxicity properties. Task type varies by dataset: regression for continuous values (e.g., LD50, hERG inhibition percentage) or binary classification for toxic/non-toxic outcomes (e.g., AMES mutagenicity, cardiotoxicity, hepatotoxicity). Dataset: herg_karim. The molecule is c1ccc(-n2ncc3c2CCCC3CCN2CCC3(CC2)OCc2ccccc23)cc1. The result is 1 (blocker).